Dataset: Forward reaction prediction with 1.9M reactions from USPTO patents (1976-2016). Task: Predict the product of the given reaction. (1) Given the reactants Cl[C:2]1[S:3][CH:4]=[CH:5][N:6]=1.C([Li])CCC.[CH3:12][N:13]([CH3:16])C=O.[O:17]1CCC[CH2:18]1, predict the reaction product. The product is: [CH3:12][N:13]([CH3:16])[C:2]1[S:3][C:4]([CH:18]=[O:17])=[CH:5][N:6]=1. (2) Given the reactants [I:1][C:2]1[CH:14]=[CH:13][C:12]2[C:11]3[C:6](=[CH:7][CH:8]=[CH:9][CH:10]=3)C[C:4]=2[CH:3]=1.CS(C)=O.[OH-].[Na+].[CH3:21]I.C(O[CH2:26][CH3:27])C, predict the reaction product. The product is: [I:1][C:2]1[CH:3]=[CH:4][C:12]2[C:11]3[C:10](=[CH:9][CH:8]=[CH:7][CH:6]=3)[C:26]([CH3:27])([CH3:21])[C:13]=2[CH:14]=1.